Dataset: Forward reaction prediction with 1.9M reactions from USPTO patents (1976-2016). Task: Predict the product of the given reaction. (1) Given the reactants [CH2:1]([O:5][C:6]1[N:14]=[C:13]2[C:9]([N:10]=[C:11]([O:24]C)[N:12]2[CH2:15][CH2:16][CH2:17][CH:18]2[CH2:23][CH2:22][CH2:21][CH2:20][NH:19]2)=[C:8]([NH2:26])[N:7]=1)[CH2:2][CH2:3][CH3:4].[CH3:27][CH2:28]N(C(C)C)C(C)C.ICC.C(#N)C, predict the reaction product. The product is: [NH2:26][C:8]1[N:7]=[C:6]([O:5][CH2:1][CH2:2][CH2:3][CH3:4])[N:14]=[C:13]2[C:9]=1[NH:10][C:11](=[O:24])[N:12]2[CH2:15][CH2:16][CH2:17][CH:18]1[CH2:23][CH2:22][CH2:21][CH2:20][N:19]1[CH2:27][CH3:28]. (2) Given the reactants [C:1]([O:5][C:6](=[O:43])[NH:7][C:8]([CH2:38][O:39][CH2:40][O:41][CH3:42])([CH2:29][CH2:30][O:31][CH:32]1[CH2:37][CH2:36][CH2:35][CH2:34][O:33]1)[CH2:9][CH2:10][C:11]1[CH:16]=[CH:15][C:14]([O:17]CC2C=CC=CC=2)=[C:13]([C:25]([F:28])([F:27])[F:26])[CH:12]=1)([CH3:4])([CH3:3])[CH3:2], predict the reaction product. The product is: [C:1]([O:5][C:6](=[O:43])[NH:7][C:8]([CH2:38][O:39][CH2:40][O:41][CH3:42])([CH2:29][CH2:30][O:31][CH:32]1[CH2:37][CH2:36][CH2:35][CH2:34][O:33]1)[CH2:9][CH2:10][C:11]1[CH:16]=[CH:15][C:14]([OH:17])=[C:13]([C:25]([F:27])([F:28])[F:26])[CH:12]=1)([CH3:4])([CH3:3])[CH3:2]. (3) Given the reactants Br[C:2]1[C:7]([CH3:8])=[N:6][C:5]([Cl:9])=[C:4]2[NH:10][C:11]([CH3:14])=[C:12]([CH3:13])[C:3]=12.CC1(C)C(C)(C)OB([C:23]2[CH:32]=[CH:31][CH:30]=[C:29]3[C:24]=2[CH2:25][CH2:26][N:27]([C:33]([O:35][C:36]([CH3:39])([CH3:38])[CH3:37])=[O:34])[CH2:28]3)O1.P([O-])([O-])([O-])=O.[K+].[K+].[K+], predict the reaction product. The product is: [Cl:9][C:5]1[N:6]=[C:7]([CH3:8])[C:2]([C:23]2[CH:32]=[CH:31][CH:30]=[C:29]3[C:24]=2[CH2:25][CH2:26][N:27]([C:33]([O:35][C:36]([CH3:39])([CH3:38])[CH3:37])=[O:34])[CH2:28]3)=[C:3]2[C:12]([CH3:13])=[C:11]([CH3:14])[NH:10][C:4]=12. (4) Given the reactants Br[C:2]1[CH:3]=[C:4]2[C:8](=[CH:9][CH:10]=1)[C:7](=[O:11])[N:6]([C:12]1[CH:17]=[CH:16][CH:15]=[CH:14][CH:13]=1)[CH2:5]2.[CH3:18][C:19]1[CH:27]=[CH:26][C:22]([C:23]([OH:25])=[O:24])=[CH:21][C:20]=1B1OC(C)(C)C(C)(C)O1.[OH-].[Na+].C(Cl)(Cl)Cl, predict the reaction product. The product is: [CH3:18][C:19]1[CH:27]=[CH:26][C:22]([C:23]([OH:25])=[O:24])=[CH:21][C:20]=1[C:2]1[CH:3]=[C:4]2[C:8](=[CH:9][CH:10]=1)[C:7](=[O:11])[N:6]([C:12]1[CH:17]=[CH:16][CH:15]=[CH:14][CH:13]=1)[CH2:5]2. (5) Given the reactants C(OC([N:8]([CH2:21][CH:22]1[CH2:27][CH2:26][N:25]([C:28]2[C:36]([Cl:37])=[CH:35][C:31]([C:32]([OH:34])=[O:33])=[CH:30][N:29]=2)[CH2:24][CH:23]1[C:38]1[CH:43]=[CH:42][CH:41]=[CH:40][CH:39]=1)[C@@H:9]([C:11]1[C:20]2[C:15](=[CH:16][CH:17]=[CH:18][CH:19]=2)[CH:14]=[CH:13][CH:12]=1)[CH3:10])=O)(C)(C)C.Cl.O1CCOCC1, predict the reaction product. The product is: [ClH:37].[Cl:37][C:36]1[C:28]([N:25]2[CH2:26][CH2:27][CH:22]([CH2:21][NH:8][C@@H:9]([C:11]3[C:20]4[C:15](=[CH:16][CH:17]=[CH:18][CH:19]=4)[CH:14]=[CH:13][CH:12]=3)[CH3:10])[CH:23]([C:38]3[CH:43]=[CH:42][CH:41]=[CH:40][CH:39]=3)[CH2:24]2)=[N:29][CH:30]=[C:31]([CH:35]=1)[C:32]([OH:34])=[O:33]. (6) The product is: [Br:24][CH2:25][CH2:26][CH2:27][CH2:28][CH2:29][N:12]1[C:11]([O:15][CH3:16])=[N:10][C:9]2[C:13]1=[N:14][C:6]([O:5][CH2:1][CH2:2][CH2:3][CH3:4])=[N:7][C:8]=2[NH2:17]. Given the reactants [CH2:1]([O:5][C:6]1[N:14]=[C:13]2[C:9]([NH:10][C:11]([O:15][CH3:16])=[N:12]2)=[C:8]([NH2:17])[N:7]=1)[CH2:2][CH2:3][CH3:4].C(=O)([O-])[O-].[K+].[K+].[Br:24][CH2:25][CH2:26][CH2:27][CH2:28][CH2:29]Br, predict the reaction product. (7) Given the reactants [F:1][C:2]([F:23])([F:22])[C:3]1[CH:4]=[C:5]([CH:15]=[C:16]([C:18]([F:21])([F:20])[F:19])[CH:17]=1)[C:6]([N:8]1[CH2:13][CH2:12][C:11](=O)[CH2:10][CH2:9]1)=[O:7].[Cl:24][C:25]1[CH:31]=[CH:30][C:28]([NH2:29])=[CH:27][CH:26]=1.C(O[BH-](OC(=O)C)OC(=O)C)(=O)C.[Na+].[OH-].[Na+], predict the reaction product. The product is: [F:1][C:2]([F:23])([F:22])[C:3]1[CH:4]=[C:5]([C:6]([N:8]2[CH2:13][CH2:12][CH:11]([NH:29][C:28]3[CH:30]=[CH:31][C:25]([Cl:24])=[CH:26][CH:27]=3)[CH2:10][CH2:9]2)=[O:7])[CH:15]=[C:16]([C:18]([F:21])([F:20])[F:19])[CH:17]=1.